This data is from Reaction yield outcomes from USPTO patents with 853,638 reactions. The task is: Predict the reaction yield, written as a fraction of the theoretical maximum amount of product (1.0 means a 100% yield; for example, 0.34 means a 34% yield). (1) The reactants are C([O:4][C@H:5]([CH3:25])[CH2:6][CH2:7][CH2:8][CH2:9][N:10]1[C:15](=[O:16])[C:14]2[C:17](=[O:22])[CH:18]=[C:19]([CH3:21])[NH:20][C:13]=2[N:12]([CH3:23])[C:11]1=[O:24])(=O)C.Cl.C(=O)(O)[O-].[Na+]. The catalyst is C(OCC)C. The product is [CH3:23][N:12]1[C:13]2[NH:20][C:19]([CH3:21])=[CH:18][C:17](=[O:22])[C:14]=2[C:15](=[O:16])[N:10]([CH2:9][CH2:8][CH2:7][CH2:6][C@H:5]([OH:4])[CH3:25])[C:11]1=[O:24]. The yield is 0.920. (2) The reactants are [N:1]1[C:10]2[C:5](=[CH:6][C:7]([OH:11])=[CH:8][CH:9]=2)[CH:4]=[CH:3][CH:2]=1.N1C=CC=CC=1.[C:18](Cl)(=[O:20])[CH3:19]. The catalyst is C(Cl)Cl. The product is [C:18]([O:11][C:7]1[CH:6]=[C:5]2[C:10](=[CH:9][CH:8]=1)[N:1]=[CH:2][CH:3]=[CH:4]2)(=[O:20])[CH3:19]. The yield is 0.689. (3) The yield is 0.860. The product is [Cl:48][C:45]1[CH:46]=[CH:47][C:42]([O:41][C:27]2[C:26]([C:24]3[CH:23]=[N:22][N:21]([CH:18]4[CH2:19][CH2:20][NH:15][CH2:16][CH2:17]4)[CH:25]=3)=[CH:35][CH:34]=[C:33]3[C:28]=2[CH2:29][CH2:30][C@H:31]([CH3:40])[N:32]3[C:36]([O:38][CH3:39])=[O:37])=[C:43]([C:49]#[N:50])[CH:44]=1. The reactants are FC(F)(F)C(O)=O.C(OC([N:15]1[CH2:20][CH2:19][CH:18]([N:21]2[CH:25]=[C:24]([C:26]3[C:27]([O:41][C:42]4[CH:47]=[CH:46][C:45]([Cl:48])=[CH:44][C:43]=4[C:49]#[N:50])=[C:28]4[C:33](=[CH:34][CH:35]=3)[N:32]([C:36]([O:38][CH3:39])=[O:37])[C@@H:31]([CH3:40])[CH2:30][CH2:29]4)[CH:23]=[N:22]2)[CH2:17][CH2:16]1)=O)(C)(C)C. The catalyst is ClCCl.